From a dataset of Reaction yield outcomes from USPTO patents with 853,638 reactions. Predict the reaction yield, written as a fraction of the theoretical maximum amount of product (1.0 means a 100% yield; for example, 0.34 means a 34% yield). (1) The reactants are [CH2:1]1[C:10]2[C:5](=[CH:6][CH:7]=[CH:8][CH:9]=2)[CH2:4][CH2:3][NH:2]1.[F-].[K+].[N+](C1C=C(S(O[CH2:26][C@H:27]2[CH2:29][O:28]2)(=O)=O)C=CC=1)([O-])=O. The catalyst is C1COCC1. The product is [O:28]1[CH2:29][C@H:27]1[CH2:26][N:2]1[CH2:3][CH2:4][C:5]2[C:10](=[CH:9][CH:8]=[CH:7][CH:6]=2)[CH2:1]1. The yield is 0.530. (2) The product is [CH2:1]([O:3][C:4]([C:6]1[CH:7]=[N:8][N:9]([CH3:14])[C:10]=1[C:11](=[O:12])[NH:31][C:17]1[C:16]([Br:15])=[CH:21][N:20]2[CH:22]=[C:23]([C:25]3[CH:30]=[CH:29][CH:28]=[CH:27][CH:26]=3)[N:24]=[C:19]2[CH:18]=1)=[O:5])[CH3:2]. The catalyst is ClCCl. The yield is 0.230. The reactants are [CH2:1]([O:3][C:4]([C:6]1[CH:7]=[N:8][N:9]([CH3:14])[C:10]=1[C:11](Cl)=[O:12])=[O:5])[CH3:2].[Br:15][C:16]1[C:17]([NH2:31])=[CH:18][C:19]2[N:20]([CH:22]=[C:23]([C:25]3[CH:30]=[CH:29][CH:28]=[CH:27][CH:26]=3)[N:24]=2)[CH:21]=1.C(N(CC)CC)C. (3) The reactants are [CH:1]1([N:8]2[C:12]3[N:13]=[C:14]([NH:17][C:18]4[CH:26]=[CH:25][C:21]([C:22]([OH:24])=O)=[CH:20][N:19]=4)[N:15]=[CH:16][C:11]=3[CH:10]=[C:9]2[C:27](=[O:31])[N:28]([CH3:30])[CH3:29])[CH2:7][CH2:6][CH2:5][CH2:4][CH2:3][CH2:2]1.[CH3:32][C:33]1([OH:41])[CH:38]2[CH2:39][CH2:40][CH:34]1[CH2:35][NH:36][CH2:37]2. No catalyst specified. The product is [CH:1]1([N:8]2[C:12]3[N:13]=[C:14]([NH:17][C:18]4[CH:26]=[CH:25][C:21]([C:22]([N:36]5[CH2:37][CH:38]6[C:33]([OH:41])([CH3:32])[CH:34]([CH2:40][CH2:39]6)[CH2:35]5)=[O:24])=[CH:20][N:19]=4)[N:15]=[CH:16][C:11]=3[CH:10]=[C:9]2[C:27]([N:28]([CH3:29])[CH3:30])=[O:31])[CH2:7][CH2:6][CH2:5][CH2:4][CH2:3][CH2:2]1. The yield is 0.260.